From a dataset of Forward reaction prediction with 1.9M reactions from USPTO patents (1976-2016). Predict the product of the given reaction. (1) The product is: [CH3:1][NH:2][CH2:10][C:11]1[CH:19]=[CH:18][CH:17]=[C:16]2[C:12]=1[C:13]([CH3:26])=[N:14][NH:15]2. Given the reactants [CH3:1][N:2]([CH2:10][C:11]1[CH:19]=[CH:18][CH:17]=[C:16]2[C:12]=1[C:13]([CH3:26])=[N:14][N:15]2C1CCCCO1)C(=O)OC(C)(C)C, predict the reaction product. (2) Given the reactants [C:1]([C:9]1[C:17]2[C:16]([NH:18][C:19]3[CH:20]=[C:21]([CH:25]=[CH:26][CH:27]=3)C(O)=O)=[N:15][CH:14]=[N:13][C:12]=2[NH:11][CH:10]=1)(=[O:8])[C:2]1[CH:7]=[CH:6][CH:5]=[CH:4][CH:3]=1.CCN(C(C)C)C(C)C.CN([C:40]([O:44]N1N=NC2C=CC=CC1=2)=[N+](C)C)C.F[P-](F)(F)(F)(F)F.[NH2:61][C:62]1[CH:67]=[CH:66][CH:65]=[CH:64][CH:63]=1, predict the reaction product. The product is: [C:1]([C:9]1[C:17]2[C:16]([NH:18][C:19]3[CH:27]=[CH:26][CH:25]=[CH:21][C:20]=3[C:40]([NH:61][C:62]3[CH:67]=[CH:66][CH:65]=[CH:64][CH:63]=3)=[O:44])=[N:15][CH:14]=[N:13][C:12]=2[NH:11][CH:10]=1)(=[O:8])[C:2]1[CH:3]=[CH:4][CH:5]=[CH:6][CH:7]=1. (3) Given the reactants O.[O-2].[Ca+2:3].[NH2:4][C@H:5]([C:9]([OH:11])=[O:10])[CH:6]([CH3:8])[CH3:7], predict the reaction product. The product is: [O-2:10].[Ca+2:3].[NH2:4][C@H:5]([C:9]([OH:11])=[O:10])[CH:6]([CH3:8])[CH3:7]. (4) Given the reactants [F:1][C:2]1[CH:7]=[CH:6][CH:5]=[C:4]([F:8])[C:3]=1[C:9]1[N:14]=[C:13]([C:15]([NH:17][C:18]2[C:19]([N:28]3[CH2:33][C@H:32]([CH3:34])[C@@H:31]([OH:35])[C@H:30]([NH:36]C(=O)OC(C)(C)C)[CH2:29]3)=[C:20]3[CH2:26][CH2:25][CH:24]([OH:27])[C:21]3=[N:22][CH:23]=2)=[O:16])[CH:12]=[CH:11][C:10]=1[F:44].C(O)(C(F)(F)F)=O.C(Cl)Cl, predict the reaction product. The product is: [NH2:36][C@H:30]1[C@H:31]([OH:35])[C@@H:32]([CH3:34])[CH2:33][N:28]([C:19]2[C:18]([NH:17][C:15]([C:13]3[CH:12]=[CH:11][C:10]([F:44])=[C:9]([C:3]4[C:2]([F:1])=[CH:7][CH:6]=[CH:5][C:4]=4[F:8])[N:14]=3)=[O:16])=[CH:23][N:22]=[C:21]3[CH:24]([OH:27])[CH2:25][CH2:26][C:20]=23)[CH2:29]1. (5) Given the reactants [Cl:1][C:2]1[CH:7]=[CH:6][C:5]([N:8]2[C:12]([CH3:13])=[C:11]([C:14]([OH:16])=O)[CH:10]=[N:9]2)=[CH:4][CH:3]=1.CC1N(C2C=CC(C)=CC=2)[N:21]=CC=1C(O)=O, predict the reaction product. The product is: [Cl:1][C:2]1[CH:7]=[CH:6][C:5]([N:8]2[C:12]([CH3:13])=[C:11]([C:14]([NH2:21])=[O:16])[CH:10]=[N:9]2)=[CH:4][CH:3]=1. (6) Given the reactants [N+:1]([C:4]1C(C#N)=[N:6][CH:7]=[C:8]([C:10]2[CH:15]=[CH:14][CH:13]=[CH:12][CH:11]=2)[CH:9]=1)([O-])=O.[Sn](Cl)Cl.Cl.[C:22]([O:25]CC)(=[O:24])[CH3:23], predict the reaction product. The product is: [NH2:1][C:4]1[C:23]([C:22]([OH:25])=[O:24])=[N:6][CH:7]=[C:8]([C:10]2[CH:15]=[CH:14][CH:13]=[CH:12][CH:11]=2)[CH:9]=1. (7) Given the reactants [NH2:1][C:2]1[CH:6]=[C:5]([CH:7]2[CH2:12][CH2:11][N:10]([C:13]([O:15][C:16]([CH3:19])([CH3:18])[CH3:17])=[O:14])[CH2:9][CH2:8]2)[NH:4][N:3]=1.[C:20]1(=O)[O:25][C:23](=[O:24])[C:22]2=[CH:26][CH:27]=[CH:28][CH:29]=[C:21]12.O, predict the reaction product. The product is: [O:24]=[C:23]1[C:22]2[C:21](=[CH:29][CH:28]=[CH:27][CH:26]=2)[C:20](=[O:25])[N:1]1[C:2]1[CH:6]=[C:5]([CH:7]2[CH2:12][CH2:11][N:10]([C:13]([O:15][C:16]([CH3:19])([CH3:18])[CH3:17])=[O:14])[CH2:9][CH2:8]2)[NH:4][N:3]=1. (8) Given the reactants [Br:1][C:2]1[CH:3]=[C:4]2[C:8](=[C:9]([C:11]([NH2:13])=[O:12])[CH:10]=1)[NH:7][CH:6]=[CH:5]2.CC([N:17]1[CH2:25][C:24]2[C:19](=[CH:20][CH:21]=C(B(O)O)C=2)C1)C.O=C1CCN(C(OC(C)(C)C)=O)CC1.S(=O)(=O)(O)N.[ClH:48], predict the reaction product. The product is: [ClH:48].[Br:1][C:2]1[CH:3]=[C:4]2[C:8](=[C:9]([C:11]([NH2:13])=[O:12])[CH:10]=1)[NH:7][CH:6]=[C:5]2[C:19]1[CH2:24][CH2:25][NH:17][CH2:21][CH:20]=1. (9) Given the reactants [Cl:1][C:2]1[N:7]=[C:6](S(C)(=O)=O)[N:5]=[C:4]([C:12]2[C:20]3[C:15](=[N:16][CH:17]=[CH:18][CH:19]=3)[N:14](S(C3C=CC=CC=3)(=O)=O)[CH:13]=2)[CH:3]=1.[C@H:30]1([NH2:37])[CH2:35][CH2:34][C@H:33]([NH2:36])[CH2:32][CH2:31]1.C(N(CC)CC)C.[OH-].[Na+].Cl, predict the reaction product. The product is: [Cl:1][C:2]1[CH:3]=[C:4]([C:12]2[C:20]3[C:15](=[N:16][CH:17]=[CH:18][CH:19]=3)[NH:14][CH:13]=2)[N:5]=[C:6]([NH:36][C@H:33]2[CH2:34][CH2:35][C@H:30]([NH2:37])[CH2:31][CH2:32]2)[N:7]=1.